This data is from Forward reaction prediction with 1.9M reactions from USPTO patents (1976-2016). The task is: Predict the product of the given reaction. (1) Given the reactants [CH3:1][O:2][C:3]([C:5]1[S:6][C:7]([C:27]#[C:28][C:29]([CH3:32])([CH3:31])[CH3:30])=[CH:8][C:9]=1[N:10]([CH:20]1[CH2:25][CH2:24][CH:23]([NH2:26])[CH2:22][CH2:21]1)[C:11]([C@H:13]1[CH2:18][CH2:17][C@H:16]([CH3:19])[CH2:15][CH2:14]1)=[O:12])=[O:4].[N+](C1C=CC([O:42][C:43](=O)[O:44][CH:45]2[CH:52]3[CH:48]([O:49][CH2:50][CH2:51]3)[O:47][CH2:46]2)=CC=1)([O-])=O.CCN(C(C)C)C(C)C, predict the reaction product. The product is: [CH3:1][O:2][C:3]([C:5]1[S:6][C:7]([C:27]#[C:28][C:29]([CH3:31])([CH3:30])[CH3:32])=[CH:8][C:9]=1[N:10]([CH:20]1[CH2:21][CH2:22][CH:23]([NH:26][C:43]([O:44][CH:45]2[CH:52]3[CH:48]([O:49][CH2:50][CH2:51]3)[O:47][CH2:46]2)=[O:42])[CH2:24][CH2:25]1)[C:11]([C@H:13]1[CH2:18][CH2:17][C@H:16]([CH3:19])[CH2:15][CH2:14]1)=[O:12])=[O:4]. (2) The product is: [CH:10]1[CH:9]=[C:8]([OH:7])[C:13]2[N:46]=[CH:50][CH:49]=[CH:54][C:12]=2[CH:11]=1. Given the reactants NCC(P(=O)(O)[O:7][C:8]1[CH:13]=[CH:12][CH:11]=[CH:10][CH:9]=1)(C)C.C(O)(=O)C(C)O.C(OC(=O)C1C=CC=C(O)C=1)C1C=CC=CC=1.F[P-](F)(F)(F)(F)F.[N:46]1(O[P+](N2CCCC2)(N2CCCC2)N2CCCC2)[C:50]2C=CC=[CH:54][C:49]=2N=N1.C(N(C(C)C)CC)(C)C, predict the reaction product. (3) Given the reactants C(NC(C)C)(C)C.C([Li])CCC.[Br:13][C:14]1[CH:26]=[CH:25][C:17]([C:18]([NH:20][C:21]([CH3:24])([CH3:23])[CH3:22])=[O:19])=[CH:16][C:15]=1[F:27].[CH2:28]1[O:30][CH2:29]1, predict the reaction product. The product is: [Br:13][C:14]1[CH:26]=[CH:25][C:17]([C:18]([NH:20][C:21]([CH3:23])([CH3:24])[CH3:22])=[O:19])=[C:16]([CH2:28][CH2:29][OH:30])[C:15]=1[F:27]. (4) Given the reactants [F:1][CH:2]([F:23])[O:3][C:4]1[C:5]([OH:22])=[C:6]([C:12]2[CH:13]=[C:14]3[C:18](=[CH:19][CH:20]=2)[C:17](=[O:21])[O:16][CH2:15]3)[CH:7]=[CH:8][C:9]=1[O:10][CH3:11].C(=O)([O-])[O-].[K+].[K+].Br[CH2:31][C:32]1[CH:37]=[CH:36][C:35]([S:38]([CH3:41])(=[O:40])=[O:39])=[CH:34][CH:33]=1, predict the reaction product. The product is: [F:23][CH:2]([F:1])[O:3][C:4]1[C:5]([O:22][CH2:31][C:32]2[CH:33]=[CH:34][C:35]([S:38]([CH3:41])(=[O:40])=[O:39])=[CH:36][CH:37]=2)=[C:6]([C:12]2[CH:13]=[C:14]3[C:18](=[CH:19][CH:20]=2)[C:17](=[O:21])[O:16][CH2:15]3)[CH:7]=[CH:8][C:9]=1[O:10][CH3:11].